From a dataset of Full USPTO retrosynthesis dataset with 1.9M reactions from patents (1976-2016). Predict the reactants needed to synthesize the given product. (1) Given the product [NH2:10][C:7]1[CH:6]=[C:3]2[C:2](=[CH:9][CH:8]=1)[NH:18][CH:17]=[CH:4]2, predict the reactants needed to synthesize it. The reactants are: F[C:2]1[CH:9]=[CH:8][C:7]([N+:10]([O-])=O)=[CH:6][C:3]=1[C:4]#N.CN.C(OC)(=O)C1[C:17](=CC=CC=1)[NH2:18]. (2) The reactants are: [CH3:1][O:2][C:3](=[O:36])[CH2:4][C:5]1[C:14]([CH3:15])=[C:13]([CH:16]2[CH2:21][CH2:20][N:19]([S:22]([CH2:25][C:26]3[CH:31]=[CH:30][CH:29]=[CH:28][C:27]=3[N+:32]([O-])=O)(=[O:24])=[O:23])[CH2:18][CH2:17]2)[C:12]2[C:7](=[CH:8][CH:9]=[C:10]([F:35])[CH:11]=2)[CH:6]=1.[Cl-].[NH4+].CO.O. Given the product [CH3:1][O:2][C:3](=[O:36])[CH2:4][C:5]1[C:14]([CH3:15])=[C:13]([CH:16]2[CH2:17][CH2:18][N:19]([S:22]([CH2:25][C:26]3[CH:31]=[CH:30][CH:29]=[CH:28][C:27]=3[NH2:32])(=[O:24])=[O:23])[CH2:20][CH2:21]2)[C:12]2[C:7](=[CH:8][CH:9]=[C:10]([F:35])[CH:11]=2)[CH:6]=1, predict the reactants needed to synthesize it. (3) Given the product [F:58][C:59]1[CH:66]=[CH:65][CH:64]=[C:63]([F:67])[C:60]=1[CH2:4][N:5]1[C:10](=[O:11])[CH:9]=[CH:8][C:7]([CH2:12][C:13]2[C:21]3[C:16](=[CH:17][CH:18]=[CH:19][CH:20]=3)[N:15]([CH2:23][C:24]([O:26][CH3:27])=[O:25])[C:14]=2[CH3:28])=[CH:6]1, predict the reactants needed to synthesize it. The reactants are: FC1C=C(F)C=CC=1[CH2:4][N:5]1[C:10](=[O:11])[CH:9]=[CH:8][C:7]([CH2:12][C:13]2[C:21]3[C:16](=[CH:17][CH:18]=[C:19](F)[CH:20]=3)[N:15]([CH2:23][C:24]([O:26][CH3:27])=[O:25])[C:14]=2[CH3:28])=[CH:6]1.COC1N=CC(CC2C3C(=CC=CC=3)N(CC(OC)=O)C=2C)=CC=1.[F:58][C:59]1[CH:66]=[CH:65][CH:64]=[C:63]([F:67])[C:60]=1CBr.[Na+].[I-]. (4) Given the product [C:4]([C:3]1[CH:6]=[CH:7][C:8]([OH:10])=[CH:9][C:2]=1[NH:1][C:20]([NH:19][C:11](=[O:18])[C:12]1[CH:13]=[CH:14][CH:15]=[CH:16][CH:17]=1)=[O:21])#[N:5], predict the reactants needed to synthesize it. The reactants are: [NH2:1][C:2]1[CH:9]=[C:8]([OH:10])[CH:7]=[CH:6][C:3]=1[C:4]#[N:5].[C:11]([N:19]=[C:20]=[O:21])(=[O:18])[C:12]1[CH:17]=[CH:16][CH:15]=[CH:14][CH:13]=1. (5) Given the product [CH3:40][C:2]1([CH3:1])[O:6][C@H:5]([CH2:7][O:8][C:9]2[CH:14]=[CH:13][C:12]([C:15]([C:20]3[CH:25]=[CH:24][C:23](/[CH:26]=[CH:27]/[C:28]([C:29]([F:31])([F:30])[F:32])([OH:33])[C:34]([F:35])([F:36])[F:37])=[C:22]([CH3:38])[CH:21]=3)([CH2:18][CH3:19])[CH2:16][CH3:17])=[CH:11][C:10]=2[CH3:39])[CH2:4][O:3]1, predict the reactants needed to synthesize it. The reactants are: [CH3:1][C:2]1([CH3:40])[O:6][C@H:5]([CH2:7][O:8][C:9]2[CH:14]=[CH:13][C:12]([C:15]([C:20]3[CH:25]=[CH:24][C:23]([C:26]#[C:27][C:28]([C:34]([F:37])([F:36])[F:35])([OH:33])[C:29]([F:32])([F:31])[F:30])=[C:22]([CH3:38])[CH:21]=3)([CH2:18][CH3:19])[CH2:16][CH3:17])=[CH:11][C:10]=2[CH3:39])[CH2:4][O:3]1.[H-].[H-].[H-].[H-].[Li+].[Al+3].[NH4+].[Cl-]. (6) Given the product [CH2:1]([C:8]1[N:9]=[C:10]([C:14]([O:16][CH2:17][CH3:18])=[O:15])[S:11][C:12]=1[C:30]1[C:31]2[C:36](=[CH:35][CH:34]=[CH:33][CH:32]=2)[C:27]([S:24](=[O:26])(=[O:25])[NH:23][C:19]([CH3:20])([CH3:22])[CH3:21])=[CH:28][CH:29]=1)[C:2]1[CH:7]=[CH:6][CH:5]=[CH:4][CH:3]=1, predict the reactants needed to synthesize it. The reactants are: [CH2:1]([C:8]1[N:9]=[C:10]([C:14]([O:16][CH2:17][CH3:18])=[O:15])[S:11][C:12]=1Br)[C:2]1[CH:7]=[CH:6][CH:5]=[CH:4][CH:3]=1.[C:19]([NH:23][S:24]([C:27]1[C:36]2[C:31](=[CH:32][CH:33]=[CH:34][CH:35]=2)[C:30](B2OC(C)(C)C(C)(C)O2)=[CH:29][CH:28]=1)(=[O:26])=[O:25])([CH3:22])([CH3:21])[CH3:20].C([O-])([O-])=O.[Na+].[Na+].CCO.